This data is from Full USPTO retrosynthesis dataset with 1.9M reactions from patents (1976-2016). The task is: Predict the reactants needed to synthesize the given product. (1) Given the product [CH:41]1([N:25]([CH2:26][C:27]2[C:35]3[C:30](=[CH:31][CH:32]=[CH:33][CH:34]=3)[N:29]([CH2:36][CH2:37][CH2:38][O:39][CH3:40])[CH:28]=2)[C:24]([C@@H:22]2[CH2:21][C@H:20]([NH:45][C:55]([NH:54][C:50]([CH3:53])([CH3:52])[CH3:51])=[O:56])[CH2:19][NH:18][CH2:23]2)=[O:44])[CH2:42][CH2:43]1, predict the reactants needed to synthesize it. The reactants are: C1C2C(COC([N:18]3[CH2:23][C@H:22]([C:24](=[O:44])[N:25]([CH:41]4[CH2:43][CH2:42]4)[CH2:26][C:27]4[C:35]5[C:30](=[CH:31][CH:32]=[CH:33][CH:34]=5)[N:29]([CH2:36][CH2:37][CH2:38][O:39][CH3:40])[CH:28]=4)[CH2:21][C@H:20]([NH2:45])[CH2:19]3)=O)C3C(=CC=CC=3)C=2C=CC=1.ClC(Cl)C.[C:50]([N:54]=[C:55]=[O:56])([CH3:53])([CH3:52])[CH3:51]. (2) Given the product [CH2:1]([O:3][CH2:4][C:5]1[N:6]([CH2:18][C:19]2([O:22][CH2:24][CH2:23][S:25]([CH3:28])(=[O:27])=[O:26])[CH2:21][CH2:20]2)[C:7]2[C:16]3[CH:15]=[CH:14][CH:13]=[CH:12][C:11]=3[N:10]=[CH:9][C:8]=2[N:17]=1)[CH3:2], predict the reactants needed to synthesize it. The reactants are: [CH2:1]([O:3][CH2:4][C:5]1[N:6]([CH2:18][C:19]2([OH:22])[CH2:21][CH2:20]2)[C:7]2[C:16]3[CH:15]=[CH:14][CH:13]=[CH:12][C:11]=3[N:10]=[CH:9][C:8]=2[N:17]=1)[CH3:2].[CH:23]([S:25]([CH3:28])(=[O:27])=[O:26])=[CH2:24].[H-].[Na+].O. (3) Given the product [CH2:40]([O:5][C:6](=[O:26])[NH:7][C@H:8]([C:19]1[C:24]([Br:25])=[CH:23][CH:22]=[CH:21][N:20]=1)[C:9]1[CH:10]=[CH:11][C:12]([C:15]([F:17])([F:16])[F:18])=[CH:13][CH:14]=1)[C:41]1[CH:46]=[CH:45][CH:44]=[CH:43][CH:42]=1, predict the reactants needed to synthesize it. The reactants are: C([O:5][C:6](=[O:26])[NH:7][C@H:8]([C:19]1[C:24]([Br:25])=[CH:23][CH:22]=[CH:21][N:20]=1)[C:9]1[CH:14]=[CH:13][C:12]([C:15]([F:18])([F:17])[F:16])=[CH:11][CH:10]=1)(C)(C)C.CCN(C(C)C)C(C)C.ClC(O[CH2:40][C:41]1[CH:46]=[CH:45][CH:44]=[CH:43][CH:42]=1)=O. (4) Given the product [CH3:1][O:2][C:3]1[N:8]=[C:7]2[N:9]([CH2:14][CH2:15][CH2:16][NH:18][CH:19]3[CH2:20][C:21](=[O:35])[N:22]([C:24]4[CH:25]=[CH:26][C:27]5[O:32][CH2:31][C:30](=[O:33])[NH:29][C:28]=5[CH:34]=4)[CH2:23]3)[C:10](=[O:13])[CH:11]=[CH:12][C:6]2=[N:5][CH:4]=1, predict the reactants needed to synthesize it. The reactants are: [CH3:1][O:2][C:3]1[N:8]=[C:7]2[N:9]([CH2:14][CH2:15][CH:16]=O)[C:10](=[O:13])[CH:11]=[CH:12][C:6]2=[N:5][CH:4]=1.[NH2:18][CH:19]1[CH2:23][N:22]([C:24]2[CH:25]=[CH:26][C:27]3[O:32][CH2:31][C:30](=[O:33])[NH:29][C:28]=3[CH:34]=2)[C:21](=[O:35])[CH2:20]1.C(O)(=O)C.S([O-])([O-])(=O)=O.[Na+].[Na+].C(O[BH-](OC(=O)C)OC(=O)C)(=O)C.[Na+]. (5) The reactants are: C(OC(=O)[NH:7][C:8]1[CH:13]=[CH:12][C:11]([NH:14][C:15]2[S:16][C:17]([NH:23][C:24](=[O:35])[C:25]3[CH:30]=[CH:29][C:28]([NH:31][C:32](=[O:34])[CH3:33])=[CH:27][CH:26]=3)=[C:18]([C:20](=[O:22])[NH2:21])[N:19]=2)=[CH:10][CH:9]=1)(C)(C)C. Given the product [C:32]([NH:31][C:28]1[CH:29]=[CH:30][C:25]([C:24]([NH:23][C:17]2[S:16][C:15]([NH:14][C:11]3[CH:12]=[CH:13][C:8]([NH2:7])=[CH:9][CH:10]=3)=[N:19][C:18]=2[C:20]([NH2:21])=[O:22])=[O:35])=[CH:26][CH:27]=1)(=[O:34])[CH3:33], predict the reactants needed to synthesize it. (6) Given the product [Br:1][C:2]1[N:3]=[C:4]2[C:10]([C:25]3[CH:26]=[CH:27][CH:28]=[CH:29][C:24]=3[O:23][CH3:22])=[CH:9][N:8]([S:12]([C:15]3[CH:20]=[CH:19][C:18]([CH3:21])=[CH:17][CH:16]=3)(=[O:14])=[O:13])[C:5]2=[N:6][CH:7]=1, predict the reactants needed to synthesize it. The reactants are: [Br:1][C:2]1[N:3]=[C:4]2[C:10](I)=[CH:9][N:8]([S:12]([C:15]3[CH:20]=[CH:19][C:18]([CH3:21])=[CH:17][CH:16]=3)(=[O:14])=[O:13])[C:5]2=[N:6][CH:7]=1.[CH3:22][O:23][C:24]1[CH:29]=[CH:28][CH:27]=[CH:26][C:25]=1B(O)O.C(#N)C.C(=O)(O)[O-].[Na+]. (7) Given the product [CH:21]1([NH:24][C:25]([NH:27][C:28]2[CH:33]=[CH:32][C:31]([C:2]3[N:3]=[C:4]([N:14]4[CH2:19][CH2:18][O:17][CH2:16][C@@H:15]4[CH3:20])[C:5]4[CH2:11][S:10](=[O:13])(=[O:12])[CH2:9][CH2:8][C:6]=4[N:7]=3)=[CH:30][CH:29]=2)=[O:26])[CH2:23][CH2:22]1, predict the reactants needed to synthesize it. The reactants are: Cl[C:2]1[N:3]=[C:4]([N:14]2[CH2:19][CH2:18][O:17][CH2:16][C@@H:15]2[CH3:20])[C:5]2[CH2:11][S:10](=[O:13])(=[O:12])[CH2:9][CH2:8][C:6]=2[N:7]=1.[CH:21]1([NH:24][C:25]([NH:27][C:28]2[CH:33]=[CH:32][C:31](B3OC(C)(C)C(C)(C)O3)=[CH:30][CH:29]=2)=[O:26])[CH2:23][CH2:22]1.C([O-])([O-])=O.[Na+].[Na+]. (8) The reactants are: Br[C:2]1[CH:3]=[C:4]([N:8]([C:13]2[C:32]([CH:33]3[CH2:35][CH2:34]3)=[CH:31][C:16]3[C:17]([C:27]([NH:29][CH3:30])=[O:28])=[C:18]([C:20]4[CH:25]=[CH:24][C:23]([F:26])=[CH:22][CH:21]=4)[O:19][C:15]=3[CH:14]=2)[S:9]([CH3:12])(=[O:11])=[O:10])[CH:5]=[CH:6][CH:7]=1.C([O-])(=O)C.[K+].[B:41]1([B:41]2[O:45][C:44]([CH3:47])([CH3:46])[C:43]([CH3:49])([CH3:48])[O:42]2)[O:45][C:44]([CH3:47])([CH3:46])[C:43]([CH3:49])([CH3:48])[O:42]1. Given the product [CH:33]1([C:32]2[C:13]([N:8]([C:4]3[CH:5]=[CH:6][CH:7]=[C:2]([B:41]4[O:45][C:44]([CH3:47])([CH3:46])[C:43]([CH3:49])([CH3:48])[O:42]4)[CH:3]=3)[S:9]([CH3:12])(=[O:11])=[O:10])=[CH:14][C:15]3[O:19][C:18]([C:20]4[CH:25]=[CH:24][C:23]([F:26])=[CH:22][CH:21]=4)=[C:17]([C:27]([NH:29][CH3:30])=[O:28])[C:16]=3[CH:31]=2)[CH2:35][CH2:34]1, predict the reactants needed to synthesize it. (9) Given the product [CH2:1]([O:4][C:5]1([CH3:38])[CH2:10][CH2:9][N:8]([C:11]2[C:12]3[N:13]([N:28]=[C:29]([C:31]4[CH:32]=[C:33]([C:42]5[CH:41]=[C:40]([F:39])[CH:45]=[CH:44][C:43]=5[OH:49])[CH:34]=[CH:35][CH:36]=4)[CH:30]=3)[CH:14]=[C:15]([CH3:27])[C:16]=2[C@H:17]([O:22][C:23]([CH3:26])([CH3:25])[CH3:24])[C:18]([O:20][CH3:21])=[O:19])[CH2:7][CH2:6]1)[CH:2]=[CH2:3], predict the reactants needed to synthesize it. The reactants are: [CH2:1]([O:4][C:5]1([CH3:38])[CH2:10][CH2:9][N:8]([C:11]2[C:12]3[N:13]([N:28]=[C:29]([C:31]4[CH:36]=[CH:35][CH:34]=[C:33](Br)[CH:32]=4)[CH:30]=3)[CH:14]=[C:15]([CH3:27])[C:16]=2[C@H:17]([O:22][C:23]([CH3:26])([CH3:25])[CH3:24])[C:18]([O:20][CH3:21])=[O:19])[CH2:7][CH2:6]1)[CH:2]=[CH2:3].[F:39][C:40]1[CH:41]=[CH:42][C:43]([OH:49])=[C:44](B(O)O)[CH:45]=1.C([O-])([O-])=O.[Na+].[Na+]. (10) Given the product [CH:13]1[C:19](=[O:20])[NH:18][C:16](=[O:17])[N:15]([C@@H:21]2[O:25][C@H:24]([CH2:26][O:27][P:28]([O:31][P:32]([O:35][P:36]([OH:39])([OH:38])=[O:37])([OH:34])=[O:33])([OH:30])=[O:29])[C@@H:23]([OH:40])[CH2:22]2)[CH:14]=1, predict the reactants needed to synthesize it. The reactants are: ON1C(=O)CCC1=O.C(N)C=C.[CH:13]1[C:19](=[O:20])[NH:18][C:16](=[O:17])[N:15]([C@@H:21]2[O:25][C@H:24]([CH2:26][O:27][P:28]([O:31][P:32]([O:35][P:36]([OH:39])([OH:38])=[O:37])([OH:34])=[O:33])([OH:30])=[O:29])[C@@H:23]([OH:40])[CH2:22]2)[CH:14]=1.